Dataset: Reaction yield outcomes from USPTO patents with 853,638 reactions. Task: Predict the reaction yield, written as a fraction of the theoretical maximum amount of product (1.0 means a 100% yield; for example, 0.34 means a 34% yield). (1) The reactants are [CH3:1][C:2]1[S:6][C:5]([C:7]([OH:9])=O)=[CH:4][C:3]=1[C:10]1[N:14]([CH3:15])[N:13]=[CH:12][C:11]=1[CH:16]([CH3:18])[CH3:17].[NH2:19][C@@H:20]([CH2:33][C:34]1[CH:39]=[CH:38][CH:37]=[CH:36][C:35]=1[C:40]([F:43])([F:42])[F:41])[CH2:21][N:22]1[C:30](=[O:31])[C:29]2[C:24](=[CH:25][CH:26]=[CH:27][CH:28]=2)[C:23]1=[O:32].C(N(C(C)C)CC)(C)C.F[P-](F)(F)(F)(F)F.Br[P+](N1CCCC1)(N1CCCC1)N1CCCC1. The catalyst is C(Cl)Cl. The product is [O:31]=[C:30]1[C:29]2[C:24](=[CH:25][CH:26]=[CH:27][CH:28]=2)[C:23](=[O:32])[N:22]1[CH2:21][C@@H:20]([NH:19][C:7]([C:5]1[S:6][C:2]([CH3:1])=[C:3]([C:10]2[N:14]([CH3:15])[N:13]=[CH:12][C:11]=2[CH:16]([CH3:18])[CH3:17])[CH:4]=1)=[O:9])[CH2:33][C:34]1[CH:39]=[CH:38][CH:37]=[CH:36][C:35]=1[C:40]([F:42])([F:41])[F:43]. The yield is 0.642. (2) The reactants are [C:1]([C@H:4]([N:9]([CH2:20][C:21]1[CH:29]=[CH:28][C:24]([C:25]([OH:27])=O)=[CH:23][CH:22]=1)[S:10]([C:13]1[CH:18]=[CH:17][C:16]([Cl:19])=[CH:15][CH:14]=1)(=[O:12])=[O:11])[CH2:5][CH:6]([CH3:8])[CH3:7])(=[O:3])[NH2:2].[NH:30]1[CH2:35][CH2:34][O:33][CH2:32][CH2:31]1.ON1C2C=CC=CC=2N=N1.Cl.CN(C)CCCN=C=NCC.CCN(C(C)C)C(C)C.C(O)(=O)CC(CC(O)=O)(C(O)=O)O. The catalyst is CN(C=O)C. The product is [Cl:19][C:16]1[CH:17]=[CH:18][C:13]([S:10]([N:9]([C@H:4]([CH2:5][CH:6]([CH3:7])[CH3:8])[C:1]([NH2:2])=[O:3])[CH2:20][C:21]2[CH:29]=[CH:28][C:24]([C:25]([N:30]3[CH2:35][CH2:34][O:33][CH2:32][CH2:31]3)=[O:27])=[CH:23][CH:22]=2)(=[O:12])=[O:11])=[CH:14][CH:15]=1. The yield is 0.790. (3) The reactants are [Cr](Cl)([O-])(=O)=[O:2].[NH+]1C=CC=CC=1.[F:12][C:13]1[CH:18]=[CH:17][C:16]([C:19]([CH2:37][OH:38])=[CH:20][C:21]2[CH:26]=[CH:25]C(C3C=C(C=CC=3)C(OC)=O)=[CH:23][CH:22]=2)=[CH:15][CH:14]=1.[CH2:39]([O:41][CH2:42][CH3:43])C. The catalyst is ClCCl. The product is [F:12][C:13]1[CH:14]=[CH:15][C:16]([C:19]([CH:37]=[O:38])=[CH:20][C:21]2[CH:26]=[CH:25][C:43]([C:42]([O:41][CH3:39])=[O:2])=[CH:23][CH:22]=2)=[CH:17][CH:18]=1. The yield is 0.530. (4) The reactants are [C:1](O)([C:3](F)(F)F)=[O:2].[NH2:8][CH2:9][CH2:10][CH2:11][C@:12]([C@@H:21]1[CH2:26][CH2:25][CH2:24][N:23]([C:27]([O:29][C:30]([CH3:33])([CH3:32])[CH3:31])=[O:28])[CH2:22]1)([C:14]1[CH:19]=[CH:18][CH:17]=[C:16]([Cl:20])[CH:15]=1)[OH:13].C(N(CC)CC)C.C(OC(=O)C)(=O)C. The catalyst is CN(C1C=CN=CC=1)C.C(Cl)Cl. The product is [C:1]([NH:8][CH2:9][CH2:10][CH2:11][C@:12]([C@@H:21]1[CH2:26][CH2:25][CH2:24][N:23]([C:27]([O:29][C:30]([CH3:33])([CH3:32])[CH3:31])=[O:28])[CH2:22]1)([C:14]1[CH:19]=[CH:18][CH:17]=[C:16]([Cl:20])[CH:15]=1)[OH:13])(=[O:2])[CH3:3]. The yield is 0.810. (5) The reactants are [Cl:1][C:2]1[C:10]2[N:9]=[C:8]([NH:11][C:12]3[C:13]([CH3:21])=[N:14][C:15]([O:19][CH3:20])=[N:16][C:17]=3[CH3:18])[N:7]([CH2:22][CH2:23][CH2:24]Cl)[C:6]=2[C:5]([C:26]([O:28][CH3:29])=[O:27])=[CH:4][CH:3]=1.C(=O)([O-])[O-].[K+].[K+]. The catalyst is CN(C)C=O.C(OCC)(=O)C. The product is [Cl:1][C:2]1[CH:3]=[CH:4][C:5]([C:26]([O:28][CH3:29])=[O:27])=[C:6]2[C:10]=1[N:9]=[C:8]1[N:11]([C:12]3[C:17]([CH3:18])=[N:16][C:15]([O:19][CH3:20])=[N:14][C:13]=3[CH3:21])[CH2:24][CH2:23][CH2:22][N:7]21. The yield is 0.980. (6) The reactants are [CH3:1][O:2][C:3]1[C:8]([CH3:9])=[C:7]([CH3:10])[CH:6]=[C:5]([CH3:11])[C:4]=1Br.C([Li])CCC.CCCCCC.[CH2:24]([N:31]1[CH2:36][CH2:35][CH:34]([C:37](=[O:47])[C:38]2[CH:43]=[CH:42][C:41]([CH:44]([CH3:46])[CH3:45])=[CH:40][CH:39]=2)[CH2:33][CH2:32]1)[C:25]1[CH:30]=[CH:29][CH:28]=[CH:27][CH:26]=1. The catalyst is O1CCCC1.O. The product is [CH2:24]([N:31]1[CH2:32][CH2:33][CH:34]([C:37]([C:38]2[CH:39]=[CH:40][C:41]([CH:44]([CH3:46])[CH3:45])=[CH:42][CH:43]=2)([C:4]2[C:5]([CH3:11])=[CH:6][C:7]([CH3:10])=[C:8]([CH3:9])[C:3]=2[O:2][CH3:1])[OH:47])[CH2:35][CH2:36]1)[C:25]1[CH:26]=[CH:27][CH:28]=[CH:29][CH:30]=1. The yield is 0.790. (7) The yield is 1.00. The product is [F:19][C:2]([F:1])([F:18])[O:3][C:4]1[CH:5]=[CH:6][C:7]([O:8][C:9]2[CH:10]=[CH:11][N:12]=[CH:13][CH:14]=2)=[CH:16][CH:17]=1. The catalyst is C(O)C.[Pd]. The reactants are [F:1][C:2]([F:19])([F:18])[O:3][C:4]1[CH:17]=[CH:16][C:7]([O:8][C:9]2[CH:14]=[CH:13][N+:12]([O-])=[CH:11][CH:10]=2)=[CH:6][CH:5]=1.[H][H]. (8) The reactants are [C:1]([Si:5]([O:8][CH2:9][CH2:10][CH2:11][CH2:12][CH2:13][CH2:14][CH2:15][CH2:16][CH2:17][CH2:18][CH2:19][CH2:20][CH2:21][CH2:22][C:23]#[CH:24])([CH3:7])[CH3:6])([CH3:4])([CH3:3])[CH3:2].I[C:26]1[CH:31]=[C:30]([O:32][CH3:33])[CH:29]=[CH:28][C:27]=1[NH:34][C:35](=[O:41])[O:36][C:37]([CH3:40])([CH3:39])[CH3:38].CCN(CC)CC.O. The catalyst is Cl[Pd](Cl)([P](C1C=CC=CC=1)(C1C=CC=CC=1)C1C=CC=CC=1)[P](C1C=CC=CC=1)(C1C=CC=CC=1)C1C=CC=CC=1.[Cu]I.CCOC(C)=O. The product is [O:8]([CH2:9][CH2:10][CH2:11][CH2:12][CH2:13][CH2:14][CH2:15][CH2:16][CH2:17][CH2:18][CH2:19][CH2:20][CH2:21][CH2:22][C:23]#[C:24][C:26]1[CH:31]=[C:30]([O:32][CH3:33])[CH:29]=[CH:28][C:27]=1[NH:34][C:35](=[O:41])[O:36][C:37]([CH3:39])([CH3:38])[CH3:40])[Si:5]([C:1]([CH3:3])([CH3:4])[CH3:2])([CH3:6])[CH3:7]. The yield is 0.920. (9) The reactants are [CH3:1][O:2][C:3]([C:5]1[C:6]2[CH:7]=[CH:8][NH:9][C:10]=2[CH:11]=[C:12](Br)[CH:13]=1)=[O:4].[CH3:15]N(C=O)C.CB1OB(C)OB(C)O1.C([O-])([O-])=O.[Na+].[Na+]. The catalyst is O.C(OCC)(=O)C.C1C=CC([P]([Pd]([P](C2C=CC=CC=2)(C2C=CC=CC=2)C2C=CC=CC=2)([P](C2C=CC=CC=2)(C2C=CC=CC=2)C2C=CC=CC=2)[P](C2C=CC=CC=2)(C2C=CC=CC=2)C2C=CC=CC=2)(C2C=CC=CC=2)C2C=CC=CC=2)=CC=1. The product is [CH3:1][O:2][C:3]([C:5]1[C:6]2[CH:7]=[CH:8][NH:9][C:10]=2[CH:11]=[C:12]([CH3:15])[CH:13]=1)=[O:4]. The yield is 0.500.